Task: Predict the product of the given reaction.. Dataset: Forward reaction prediction with 1.9M reactions from USPTO patents (1976-2016) (1) The product is: [F:33][C:34]1[CH:48]=[CH:47][C:37]([O:38][C:39]2[CH:46]=[CH:45][C:42]([CH2:43][NH:44][C:4](=[O:6])[C:3]3[CH:7]=[CH:8][C:9]([F:11])=[N:10][C:2]=3[F:1])=[CH:41][CH:40]=2)=[CH:36][CH:35]=1. Given the reactants [F:1][C:2]1[N:10]=[C:9]([F:11])[CH:8]=[CH:7][C:3]=1[C:4]([OH:6])=O.ON1C2C=CC=CC=2N=N1.CCN=C=NCCCN(C)C.[F:33][C:34]1[CH:48]=[CH:47][C:37]([O:38][C:39]2[CH:46]=[CH:45][C:42]([CH2:43][NH2:44])=[CH:41][CH:40]=2)=[CH:36][CH:35]=1.C(=O)(O)[O-].[Na+], predict the reaction product. (2) Given the reactants [Cl:1][C:2]1[CH:7]=[C:6]([Cl:8])[CH:5]=[CH:4][C:3]=1[N:9]1[C:13]([C:14]2[CH:19]=[CH:18][C:17]([C:20]([F:23])([F:22])[F:21])=[CH:16][CH:15]=2)=[C:12]([CH3:24])[C:11]([CH2:25][OH:26])=[N:10]1.[H-].[Na+].[CH2:29]([O:31][C:32](=[O:37])[C:33](Br)([CH3:35])[CH3:34])[CH3:30], predict the reaction product. The product is: [CH2:29]([O:31][C:32](=[O:37])[C:33]([O:26][CH2:25][C:11]1[C:12]([CH3:24])=[C:13]([C:14]2[CH:15]=[CH:16][C:17]([C:20]([F:23])([F:21])[F:22])=[CH:18][CH:19]=2)[N:9]([C:3]2[CH:4]=[CH:5][C:6]([Cl:8])=[CH:7][C:2]=2[Cl:1])[N:10]=1)([CH3:35])[CH3:34])[CH3:30]. (3) The product is: [CH2:28]([OH:43])[C@H:29]1[O:30][C@H:9]([O:8][C@H:6]2[O:7][C@H:2]([CH2:1][OH:23])[C@@H:3]([OH:22])[C@H:4]([OH:21])[C@H:5]2[OH:20])[C@H:14]([OH:15])[C@@H:13]([OH:16])[C@@H:12]1[OH:17]. Given the reactants [CH2:1]([OH:23])[C@H:2]1[O:7][C@H:6]([O:8][C@H:9]2[C@H:14]([OH:15])[C@@H:13]([OH:16])[C@H:12]([OH:17])O[C@@H]2CO)[C@H:5]([OH:20])[C@@H:4]([OH:21])[C@@H:3]1[OH:22].C(O)[C@H]1[O:30][C@H:29]([O:30][C@H:29]2[C@H:29]([OH:30])[C@@H:28]([OH:43])[C@@H](O)[O:43][C@@H:28]2CO)[C@H:28]([OH:43])[C@@H:29]([OH:30])[C@@H:28]1[OH:43], predict the reaction product. (4) Given the reactants [C:1]1(=[O:7])[CH2:6][CH2:5][CH2:4][CH2:3][CH2:2]1.[CH:8]1([O:14][C:15]2([O:21][CH:22]3[CH2:27]CCCC3)[CH2:20][CH2:19][CH2:18][CH2:17][CH2:16]2)[CH2:13]CCCC1.[CH:28]1([OH:34])[CH2:33][CH2:32][CH2:31][CH2:30][CH2:29]1.O(CCO)C1C=CC=CC=1.COC1(OC)CCCCC1, predict the reaction product. The product is: [O:7]([CH2:27][CH2:22][O:21][C:15]1([O:14][CH2:8][CH2:13][O:34][C:28]2[CH:33]=[CH:32][CH:31]=[CH:30][CH:29]=2)[CH2:16][CH2:17][CH2:18][CH2:19][CH2:20]1)[C:1]1[CH:6]=[CH:5][CH:4]=[CH:3][CH:2]=1. (5) Given the reactants [C:1]1(=[O:11])[O:6][C:4](=O)[C:3]2=[CH:7][CH:8]=[CH:9][CH:10]=[C:2]12.[NH2:12][CH2:13][CH2:14][O:15][CH2:16][CH2:17][OH:18], predict the reaction product. The product is: [OH:18][CH2:17][CH2:16][O:15][CH2:14][CH2:13][N:12]1[C:1](=[O:11])[C:2]2=[CH:10][CH:9]=[CH:8][CH:7]=[C:3]2[C:4]1=[O:6]. (6) Given the reactants Br[C:2]1[C:3]([CH3:10])=[C:4]([C:8]#[N:9])[N:5]([CH3:7])[CH:6]=1.[Si:11]([O:18][C:19]1[CH:25]=[CH:24][C:22]([NH2:23])=[CH:21][CH:20]=1)([C:14]([CH3:17])([CH3:16])[CH3:15])([CH3:13])[CH3:12].C(P(C(C)(C)C)C1C=CC=CC=1C1C(C(C)C)=CC(C(C)C)=CC=1C(C)C)(C)(C)C.O, predict the reaction product. The product is: [Si:11]([O:18][C:19]1[CH:25]=[CH:24][C:22]([NH:23][C:2]2[C:3]([CH3:10])=[C:4]([C:8]#[N:9])[N:5]([CH3:7])[CH:6]=2)=[CH:21][CH:20]=1)([C:14]([CH3:17])([CH3:16])[CH3:15])([CH3:13])[CH3:12]. (7) Given the reactants [CH3:1][O:2][C:3](=[O:12])[C:4]1[CH:9]=[C:8]([Cl:10])[CH:7]=[CH:6][C:5]=1[NH2:11].[C:13](Cl)([O:15][CH2:16][C:17]1[CH:22]=[CH:21][CH:20]=[CH:19][CH:18]=1)=[O:14].Cl.O, predict the reaction product. The product is: [CH3:1][O:2][C:3](=[O:12])[C:4]1[CH:9]=[C:8]([Cl:10])[CH:7]=[CH:6][C:5]=1[NH:11][C:13]([O:15][CH2:16][C:17]1[CH:22]=[CH:21][CH:20]=[CH:19][CH:18]=1)=[O:14].